From a dataset of Full USPTO retrosynthesis dataset with 1.9M reactions from patents (1976-2016). Predict the reactants needed to synthesize the given product. (1) Given the product [CH:6]1([N:8]2[CH2:12][CH2:11][C@@H:10]([OH:13])[CH2:9]2)[CH2:12][CH2:11][CH2:10][CH2:9]1.[ClH:14], predict the reactants needed to synthesize it. The reactants are: C(O[C:6]([N:8]1[CH2:12][CH2:11][C@@H:10]([OH:13])[CH2:9]1)=O)(C)(C)C.[ClH:14]. (2) Given the product [Cl:11][C:9]1[CH:8]=[C:7]([Cl:12])[C:6]2[O:13][C@H:2]([CH:14]([CH3:16])[CH3:15])[C:3](=[O:18])[NH:4][C:5]=2[CH:10]=1, predict the reactants needed to synthesize it. The reactants are: Cl[C@@H:2]([CH:14]([CH3:16])[CH3:15])[CH2:3][N-:4][C:5]1[CH:10]=[C:9]([Cl:11])[CH:8]=[C:7]([Cl:12])[C:6]=1[OH:13].C(=O)([O-])[O-:18].[K+].[K+].O. (3) Given the product [CH3:1][O:2][C:3](=[O:13])[C@@H:4]([N:12]1[CH2:29][C:28]([O:31][C:32]2[CH:37]=[CH:36][CH:35]=[CH:34][CH:33]=2)=[CH:27][C:26]1=[O:25])[CH2:5][CH:6]1[CH2:11][CH2:10][CH2:9][CH2:8][CH2:7]1, predict the reactants needed to synthesize it. The reactants are: [CH3:1][O:2][C:3](=[O:13])[C@@H:4]([NH2:12])[CH2:5][CH:6]1[CH2:11][CH2:10][CH2:9][CH2:8][CH2:7]1.C(N(CC)C(C)C)(C)C.C([O:25][C:26](=O)/[CH:27]=[C:28](/[O:31][C:32]1[CH:37]=[CH:36][CH:35]=[CH:34][CH:33]=1)\[CH2:29]Br)C. (4) Given the product [ClH:46].[F:38][C:35]([F:36])([F:37])[C:27]1[CH:26]=[C:25]([CH:30]=[C:29]([C:31]([F:34])([F:33])[F:32])[CH:28]=1)[CH2:24][NH:16][C:17]1[N:22]=[CH:21][C:20]([Br:23])=[CH:19][N:18]=1, predict the reactants needed to synthesize it. The reactants are: C(OC(N1C(CC)CC([N:16]([CH2:24][C:25]2[CH:30]=[C:29]([C:31]([F:34])([F:33])[F:32])[CH:28]=[C:27]([C:35]([F:38])([F:37])[F:36])[CH:26]=2)[C:17]2[N:22]=[CH:21][C:20]([Br:23])=[CH:19][N:18]=2)CC1CC1C=CC=CC=1)=O)(C)(C)C.[ClH:46]. (5) Given the product [CH:12]([CH:13]1[CH2:18][CH2:17][N:16]([CH:19]([C:25]2[CH:26]=[CH:27][CH:28]=[CH:29][CH:30]=2)[C:20]([O:22][CH2:23][CH3:24])=[O:21])[CH2:15][CH2:14]1)=[O:11], predict the reactants needed to synthesize it. The reactants are: CS(C)=O.C(Cl)(=O)C(Cl)=O.[OH:11][CH2:12][CH:13]1[CH2:18][CH2:17][N:16]([CH:19]([C:25]2[CH:30]=[CH:29][CH:28]=[CH:27][CH:26]=2)[C:20]([O:22][CH2:23][CH3:24])=[O:21])[CH2:15][CH2:14]1.C(N(CC)CC)C. (6) Given the product [OH:13][C@H:9]1[CH2:8][CH2:7][CH2:6][C:5]2[CH:4]=[C:3]([CH:2]=[O:1])[CH:12]=[CH:11][C:10]1=2, predict the reactants needed to synthesize it. The reactants are: [OH:1][CH2:2][C:3]1[CH:4]=[C:5]2[C:10](=[CH:11][CH:12]=1)[C@@H:9]([OH:13])[CH2:8][CH2:7][CH2:6]2. (7) Given the product [OH:3][CH:1]([C:4]1[N:5]=[CH:6][C:7]([NH:10][C:11](=[O:16])[C:12]([CH3:15])([CH3:14])[CH3:13])=[N:8][CH:9]=1)[CH3:2], predict the reactants needed to synthesize it. The reactants are: [C:1]([C:4]1[N:5]=[CH:6][C:7]([NH:10][C:11](=[O:16])[C:12]([CH3:15])([CH3:14])[CH3:13])=[N:8][CH:9]=1)(=[O:3])[CH3:2].[BH4-].[Na+].Cl.